Dataset: M1 muscarinic receptor antagonist screen with 61,756 compounds. Task: Binary Classification. Given a drug SMILES string, predict its activity (active/inactive) in a high-throughput screening assay against a specified biological target. (1) The drug is o1c(cc2c1nc1c(c2)ccc(c1)C)C(=O)N(CC)c1ccc(OC)cc1. The result is 0 (inactive). (2) The molecule is O=C/1N(c2ccc(OC)cc2)C(=O)NC(=O)C1=C\NC1CC1. The result is 0 (inactive). (3) The compound is O(c1ccc(Cn2nnc(c2N)C(=O)Nc2cc(OC)cc(OC)c2)cc1)CC. The result is 0 (inactive). (4) The drug is O1c2c(OC1)ccc(c2)C(=O)Nc1cc2nn(nc2cc1)c1ccccc1. The result is 0 (inactive). (5) The molecule is N(CC)(CC)c1nc(N(CC)CC)nc(n1)c1n[nH]nn1. The result is 0 (inactive). (6) The compound is O=C(NC1CCCC1)C(N(CCCOCC)C(=O)CNC(=O)c1occc1)c1c(cccc1)C. The result is 0 (inactive). (7) The compound is Clc1cc(NS(=O)(=O)c2c(Cl)cccc2)c(N2CCN(CC2)C)cc1. The result is 1 (active).